Dataset: Full USPTO retrosynthesis dataset with 1.9M reactions from patents (1976-2016). Task: Predict the reactants needed to synthesize the given product. Given the product [Cl-:31].[Cl-:31].[NH3+:16][CH2:15][CH2:14][NH:13][C:9]1[C:10]2[C:5](=[CH:4][C:3]([O:2][CH3:1])=[CH:12][CH:11]=2)[C:6]([C:25]2[CH:30]=[CH:29][CH:28]=[CH:27][CH:26]=2)=[C:7]([CH3:24])[NH+:8]=1, predict the reactants needed to synthesize it. The reactants are: [CH3:1][O:2][C:3]1[CH:4]=[C:5]2[C:10](=[CH:11][CH:12]=1)[C:9]([NH:13][CH2:14][CH2:15][NH:16]C(=O)OC(C)(C)C)=[N:8][C:7]([CH3:24])=[C:6]2[C:25]1[CH:30]=[CH:29][CH:28]=[CH:27][CH:26]=1.[ClH:31].